This data is from Catalyst prediction with 721,799 reactions and 888 catalyst types from USPTO. The task is: Predict which catalyst facilitates the given reaction. Product: [CH3:2][O:3][C:4](=[O:30])[C@@H:5]([NH:8][C:9]([C:11]1[C:12]([CH3:29])=[N:13][C:14]([NH:18][CH2:19][CH2:20][CH2:21][C:22]2[CH:27]=[CH:26][CH:25]=[C:24]([OH:28])[CH:23]=2)=[N:15][C:16]=1[CH3:17])=[O:10])[CH2:6][NH:7][C:37]([C:35]1[S:36][C:32]([Cl:31])=[CH:33][CH:34]=1)=[O:38]. The catalyst class is: 163. Reactant: Cl.[CH3:2][O:3][C:4](=[O:30])[C@@H:5]([NH:8][C:9]([C:11]1[C:12]([CH3:29])=[N:13][C:14]([NH:18][CH2:19][CH2:20][CH2:21][C:22]2[CH:27]=[CH:26][CH:25]=[C:24]([OH:28])[CH:23]=2)=[N:15][C:16]=1[CH3:17])=[O:10])[CH2:6][NH2:7].[Cl:31][C:32]1[S:36][C:35]([C:37](O)=[O:38])=[CH:34][CH:33]=1.C(N(CC)CC)C.CN(C(ON1N=NC2C=CC=CC1=2)=[N+](C)C)C.F[P-](F)(F)(F)(F)F.C1C=CC2N(O)N=NC=2C=1.